This data is from Forward reaction prediction with 1.9M reactions from USPTO patents (1976-2016). The task is: Predict the product of the given reaction. (1) Given the reactants C[O:2][C:3](=[O:26])[CH2:4][CH2:5][CH2:6][S:7][CH2:8][CH2:9][N:10]1[C:15](=[O:16])[CH2:14][CH2:13][CH2:12][C@@H:11]1/[CH:17]=[CH:18]/[C@@H:19]([OH:25])[CH2:20][CH2:21][CH:22]1[CH2:24][CH2:23]1.[OH-].[Na+], predict the reaction product. The product is: [CH:22]1([CH2:21][CH2:20][C@H:19]([OH:25])/[CH:18]=[CH:17]/[C@H:11]2[CH2:12][CH2:13][CH2:14][C:15](=[O:16])[N:10]2[CH2:9][CH2:8][S:7][CH2:6][CH2:5][CH2:4][C:3]([OH:26])=[O:2])[CH2:23][CH2:24]1. (2) Given the reactants [OH:1][C:2]1[CH:15]=[CH:14][C:5]([O:6][CH:7]([CH2:12][CH3:13])[C:8]([NH:10][CH3:11])=[O:9])=[CH:4][CH:3]=1.Br[CH2:17][C:18]1[CH:25]=[CH:24][C:21]([C:22]#[N:23])=[CH:20][CH:19]=1.C(=O)([O-])[O-].[K+].[K+], predict the reaction product. The product is: [C:22]([C:21]1[CH:24]=[CH:25][C:18]([CH2:17][O:1][C:2]2[CH:3]=[CH:4][C:5]([O:6][CH:7]([CH2:12][CH3:13])[C:8]([NH:10][CH3:11])=[O:9])=[CH:14][CH:15]=2)=[CH:19][CH:20]=1)#[N:23]. (3) The product is: [F:14][C:11]1[CH:12]=[C:13]2[C:8](=[CH:9][CH:10]=1)[C:7](=[O:15])[N:6]([CH3:16])[CH:5]=[C:4]2[C:26]1[CH:27]=[C:22]([NH:21][S:18]([CH3:17])(=[O:19])=[O:20])[CH:23]=[CH:24][CH:25]=1. Given the reactants N#N.Br[C:4]1[C:13]2[C:8](=[CH:9][CH:10]=[C:11]([F:14])[CH:12]=2)[C:7](=[O:15])[N:6]([CH3:16])[CH:5]=1.[CH3:17][S:18]([NH:21][C:22]1[CH:23]=[C:24](B(O)O)[CH:25]=[CH:26][CH:27]=1)(=[O:20])=[O:19].[O-]P([O-])([O-])=O.[K+].[K+].[K+], predict the reaction product. (4) The product is: [F:45][C:44]1[CH:43]=[CH:42][C:28]([C:29](=[O:30])[NH:31][C@@H:32]2[C:40]3[C:35](=[CH:36][CH:37]=[CH:38][CH:39]=3)[CH2:34][C@@H:33]2[OH:41])=[CH:27][C:26]=1[NH:25][C:11]([C:8]1[N:6]2[CH:7]=[C:2]([F:1])[CH:3]=[CH:4][C:5]2=[N:10][CH:9]=1)=[O:13]. Given the reactants [F:1][C:2]1[CH:3]=[CH:4][C:5]2[N:6]([C:8]([C:11]([OH:13])=O)=[CH:9][N:10]=2)[CH:7]=1.C(Cl)(=O)C(Cl)=O.CN(C=O)C.[NH2:25][C:26]1[CH:27]=[C:28]([CH:42]=[CH:43][C:44]=1[F:45])[C:29]([NH:31][C@@H:32]1[C:40]2[C:35](=[CH:36][CH:37]=[CH:38][CH:39]=2)[CH2:34][C@@H:33]1[OH:41])=[O:30], predict the reaction product. (5) The product is: [NH2:1][C:2]1[C:7]2[C:8](=[O:25])[N:9]([C:14]3[CH:15]=[CH:16][C:17]([CH2:20][C:21]([NH2:27])=[O:22])=[CH:18][CH:19]=3)[CH2:10][C@@H:11]([CH3:13])[O:12][C:6]=2[N:5]=[CH:4][N:3]=1. Given the reactants [NH2:1][C:2]1[C:7]2[C:8](=[O:25])[N:9]([C:14]3[CH:19]=[CH:18][C:17]([CH2:20][C:21](OC)=[O:22])=[CH:16][CH:15]=3)[CH2:10][C@@H:11]([CH3:13])[O:12][C:6]=2[N:5]=[CH:4][N:3]=1.[OH-].[NH4+:27], predict the reaction product. (6) The product is: [NH2:1][C:2]1[CH:3]=[CH:4][C:5]([C:9]([O:11][CH3:17])=[O:10])=[N:6][C:7]=1[CH3:8]. Given the reactants [NH2:1][C:2]1[CH:3]=[CH:4][C:5]([C:9]([OH:11])=[O:10])=[N:6][C:7]=1[CH3:8].OS(O)(=O)=O.[CH3:17]O, predict the reaction product. (7) Given the reactants [Cl:1][C:2]1[C:11]([N+:12]([O-])=O)=[CH:10][CH:9]=[CH:8][C:3]=1[C:4]([O:6][CH3:7])=[O:5].[Cl-].[NH4+], predict the reaction product. The product is: [NH2:12][C:11]1[C:2]([Cl:1])=[C:3]([CH:8]=[CH:9][CH:10]=1)[C:4]([O:6][CH3:7])=[O:5]. (8) Given the reactants [Cl:1][C:2]1[CH:10]=[CH:9][CH:8]=[C:7]([F:11])[C:3]=1[C:4](Cl)=[O:5].[CH3:12][N:13]([CH3:27])[CH:14]1[CH2:19][CH2:18][C:17]([C:20]2[N:25]=[C:24]([NH2:26])[CH:23]=[CH:22][CH:21]=2)=[CH:16][CH2:15]1, predict the reaction product. The product is: [ClH:1].[ClH:1].[Cl:1][C:2]1[CH:10]=[CH:9][CH:8]=[C:7]([F:11])[C:3]=1[C:4]([NH:26][C:24]1[CH:23]=[CH:22][CH:21]=[C:20]([C:17]2[CH2:18][CH2:19][CH:14]([N:13]([CH3:27])[CH3:12])[CH2:15][CH:16]=2)[N:25]=1)=[O:5]. (9) Given the reactants [CH3:1][CH2:2][C@@H:3]([CH:28]([CH3:30])[CH3:29])/[CH:4]=[CH:5]/[C@H:6]([C@@H:8]1[C@:25]2([CH3:26])[C@H:11]([C@H:12]3[C@H:22]([CH2:23][CH2:24]2)[C@:20]2([CH3:21])[C:15](=[CH:16][C:17](=[O:27])[CH2:18][CH2:19]2)[CH2:14][CH2:13]3)[CH2:10][CH2:9]1)[CH3:7].CS(N)(=O)=[O:33].[K].C(=O)([O-])[O-].[K+].[K+].S(=O)(=O)(O)[O-].[Na+].[OH2:49], predict the reaction product. The product is: [OH:49][C@@H:5]([C@H:6]([C@@H:8]1[C@:25]2([CH3:26])[C@H:11]([C@H:12]3[C@H:22]([CH2:23][CH2:24]2)[C@:20]2([CH3:21])[C:15](=[CH:16][C:17](=[O:27])[CH2:18][CH2:19]2)[CH2:14][CH2:13]3)[CH2:10][CH2:9]1)[CH3:7])[C@@H:4]([OH:33])[C@H:3]([CH:28]([CH3:29])[CH3:30])[CH2:2][CH3:1]. (10) Given the reactants [C:1]([C:3]1[C:25]([N+:26]([O-])=O)=[CH:24][CH:23]=[CH:22][C:4]=1[O:5][CH2:6][C:7]([CH3:21])([CH3:20])[C:8]([NH:10][CH2:11][C:12]1[CH:17]=[CH:16][C:15]([O:18][CH3:19])=[CH:14][CH:13]=1)=[O:9])#[N:2].O.O.Cl[Sn]Cl.[OH-].[Na+], predict the reaction product. The product is: [NH2:26][C:25]1[C:3]([C:1]#[N:2])=[C:4]([CH:22]=[CH:23][CH:24]=1)[O:5][CH2:6][C:7]([CH3:21])([CH3:20])[C:8]([NH:10][CH2:11][C:12]1[CH:17]=[CH:16][C:15]([O:18][CH3:19])=[CH:14][CH:13]=1)=[O:9].